Dataset: Full USPTO retrosynthesis dataset with 1.9M reactions from patents (1976-2016). Task: Predict the reactants needed to synthesize the given product. Given the product [Cl:36][C:37]1[CH:42]=[CH:41][C:40]([C:2]2[CH:7]=[CH:6][C:5]([NH:8][CH2:9][C:10]3[CH:15]=[CH:14][C:13]([C:16]([F:17])([F:19])[F:18])=[CH:12][C:11]=3[C:20]3[CH:21]=[CH:22][C:23]([C:26]([NH:28][CH2:29][CH2:30][C:31]([O:33][CH2:34][CH3:35])=[O:32])=[O:27])=[N:24][CH:25]=3)=[CH:4][CH:3]=2)=[C:39]([CH3:46])[CH:38]=1, predict the reactants needed to synthesize it. The reactants are: I[C:2]1[CH:7]=[CH:6][C:5]([NH:8][CH2:9][C:10]2[CH:15]=[CH:14][C:13]([C:16]([F:19])([F:18])[F:17])=[CH:12][C:11]=2[C:20]2[CH:21]=[CH:22][C:23]([C:26]([NH:28][CH2:29][CH2:30][C:31]([O:33][CH2:34][CH3:35])=[O:32])=[O:27])=[N:24][CH:25]=2)=[CH:4][CH:3]=1.[Cl:36][C:37]1[CH:42]=[CH:41][C:40](B(O)O)=[C:39]([CH3:46])[CH:38]=1.C([O-])([O-])=O.[K+].[K+].O.